This data is from Full USPTO retrosynthesis dataset with 1.9M reactions from patents (1976-2016). The task is: Predict the reactants needed to synthesize the given product. (1) Given the product [F:37][C:2]1([F:1])[CH2:7][CH2:6][CH:5]([CH2:8][N:9]2[C:17]3[C:12](=[N:13][CH:14]=[C:15]([C:39]4[CH:40]=[C:41]([CH3:47])[C:42](=[O:46])[N:43]([CH3:45])[CH:44]=4)[CH:16]=3)[C:11]([C:27]3[CH:28]=[N:29][N:30]([CH2:32][C:33]([F:36])([F:34])[F:35])[CH:31]=3)=[CH:10]2)[CH2:4][CH2:3]1, predict the reactants needed to synthesize it. The reactants are: [F:1][C:2]1([F:37])[CH2:7][CH2:6][CH:5]([CH2:8][N:9]2[C:17]3[C:12](=[N:13][CH:14]=[C:15](B4OC(C)(C)C(C)(C)O4)[CH:16]=3)[C:11]([C:27]3[CH:28]=[N:29][N:30]([CH2:32][C:33]([F:36])([F:35])[F:34])[CH:31]=3)=[CH:10]2)[CH2:4][CH2:3]1.I[C:39]1[CH:40]=[C:41]([CH3:47])[C:42](=[O:46])[N:43]([CH3:45])[CH:44]=1.C(=O)([O-])[O-].[K+].[K+].Cl. (2) Given the product [F:9][C:10]1[CH:11]=[C:12]([C@:17]2([CH2:27][N:28]3[C:32]([S:34][CH3:33])=[N:31][CH:30]=[N:29]3)[C@@H:19]([C:20]3[CH:25]=[CH:24][CH:23]=[CH:22][C:21]=3[CH3:26])[O:18]2)[CH:13]=[CH:14][C:15]=1[F:16], predict the reactants needed to synthesize it. The reactants are: [Li+].CC([N-]C(C)C)C.[F:9][C:10]1[CH:11]=[C:12]([C@:17]2([CH2:27][N:28]3[CH:32]=[N:31][CH:30]=[N:29]3)[C@@H:19]([C:20]3[CH:25]=[CH:24][CH:23]=[CH:22][C:21]=3[CH3:26])[O:18]2)[CH:13]=[CH:14][C:15]=1[F:16].[CH3:33][S:34]SC.[Cl-].[NH4+].